This data is from CYP2C19 inhibition data for predicting drug metabolism from PubChem BioAssay. The task is: Regression/Classification. Given a drug SMILES string, predict its absorption, distribution, metabolism, or excretion properties. Task type varies by dataset: regression for continuous measurements (e.g., permeability, clearance, half-life) or binary classification for categorical outcomes (e.g., BBB penetration, CYP inhibition). Dataset: cyp2c19_veith. (1) The compound is COc1ccc(NC(=O)c2ccc(COc3ccccc3)o2)cc1. The result is 1 (inhibitor). (2) The drug is Cc1cccc(NC2=NC(=S)N(c3ccc(C(=O)O)cc3)C23CCCCC3)c1. The result is 0 (non-inhibitor). (3) The drug is COc1ccc2c(c1)O[C@H](c1cccc(C(F)(F)F)c1)[C@@H](O)C2=O. The result is 1 (inhibitor). (4) The molecule is C/C(=N\NC(=O)c1ccncc1)c1ccc2ccccc2c1O. The result is 1 (inhibitor).